This data is from Catalyst prediction with 721,799 reactions and 888 catalyst types from USPTO. The task is: Predict which catalyst facilitates the given reaction. (1) Reactant: [CH3:1][C:2]([C:5]1[NH:9][N:8]=[C:7]([C:10]([O:12][CH2:13][CH3:14])=[O:11])[N:6]=1)([CH3:4])[CH3:3].I[CH2:16][CH3:17].C(=O)([O-])[O-].[K+].[K+]. Product: [CH3:4][C:2]([C:5]1[N:6]=[C:7]([C:10]([O:12][CH2:13][CH3:14])=[O:11])[N:8]([CH2:16][CH3:17])[N:9]=1)([CH3:1])[CH3:3]. The catalyst class is: 35. (2) Reactant: [C:1]1(=[C:8]([C:22]2[CH:27]=[CH:26][C:25]([OH:28])=[CH:24][CH:23]=2)[C:9]2[CH:14]=[CH:13][C:12]([O:15][CH2:16][C:17]([O:19]CC)=[O:18])=[CH:11][CH:10]=2)[CH2:7][CH2:6][CH2:5][CH2:4][CH2:3][CH2:2]1.[OH-].[Na+].Cl. Product: [C:1]1(=[C:8]([C:22]2[CH:27]=[CH:26][C:25]([OH:28])=[CH:24][CH:23]=2)[C:9]2[CH:14]=[CH:13][C:12]([O:15][CH2:16][C:17]([OH:19])=[O:18])=[CH:11][CH:10]=2)[CH2:7][CH2:6][CH2:5][CH2:4][CH2:3][CH2:2]1. The catalyst class is: 242. (3) Reactant: [Br:1][C:2]1[CH:7]=[CH:6][C:5]([CH:8]2[C:17]3[C:12](=[C:13]([Cl:19])[CH:14]=[C:15]([Cl:18])[CH:16]=3)[CH2:11][N:10]([CH3:20])[CH2:9]2)=[CH:4][CH:3]=1. Product: [ClH:18].[Br:1][C:2]1[CH:3]=[CH:4][C:5]([CH:8]2[C:17]3[C:12](=[C:13]([Cl:19])[CH:14]=[C:15]([Cl:18])[CH:16]=3)[CH2:11][N:10]([CH3:20])[CH2:9]2)=[CH:6][CH:7]=1. The catalyst class is: 33.